This data is from Forward reaction prediction with 1.9M reactions from USPTO patents (1976-2016). The task is: Predict the product of the given reaction. (1) Given the reactants [Cl:1][C:2]1[C:3]2[C:11](I)=[CH:10][N:9]([CH2:13][C:14]3[C:19]([CH3:20])=[C:18]([O:21][CH3:22])[C:17]([CH3:23])=[CH:16][N:15]=3)[C:4]=2[N:5]=[C:6]([NH2:8])[N:7]=1.[CH2:24]([OH:28])[CH2:25][C:26]#[CH:27], predict the reaction product. The product is: [NH2:8][C:6]1[N:7]=[C:2]([Cl:1])[C:3]2[C:11]([C:27]#[C:26][CH2:25][CH2:24][OH:28])=[CH:10][N:9]([CH2:13][C:14]3[C:19]([CH3:20])=[C:18]([O:21][CH3:22])[C:17]([CH3:23])=[CH:16][N:15]=3)[C:4]=2[N:5]=1. (2) Given the reactants Cl[C:2]1[C:11]2[C:6](=[CH:7][CH:8]=[C:9]([CH3:12])[CH:10]=2)[N:5]=[CH:4][N:3]=1.[NH2:13][C:14]1[C:15]([CH3:42])=[C:16]([C:20]2[C:32]3[C:31]4[C:26](=[CH:27][C:28]([N:33]5[CH2:37][CH2:36][CH2:35][C:34]5=[O:38])=[CH:29][CH:30]=4)[NH:25][C:24]=3[C:23]([C:39]([NH2:41])=[O:40])=[CH:22][CH:21]=2)[CH:17]=[CH:18][CH:19]=1.Cl, predict the reaction product. The product is: [CH3:42][C:15]1[C:14]([NH:13][C:2]2[C:11]3[C:6](=[CH:7][CH:8]=[C:9]([CH3:12])[CH:10]=3)[N:5]=[CH:4][N:3]=2)=[CH:19][CH:18]=[CH:17][C:16]=1[C:20]1[C:32]2[C:31]3[C:26](=[CH:27][C:28]([N:33]4[CH2:37][CH2:36][CH2:35][C:34]4=[O:38])=[CH:29][CH:30]=3)[NH:25][C:24]=2[C:23]([C:39]([NH2:41])=[O:40])=[CH:22][CH:21]=1. (3) Given the reactants Cl[C:2]1[C:3]2[CH:20]=[CH:19][C:18](=[O:21])[N:17]([C:22]3[C:27]([F:28])=[CH:26][CH:25]=[CH:24][C:23]=3[F:29])[C:4]=2[N:5]=[C:6]([NH:8][CH2:9][CH2:10][CH2:11][N:12]([CH2:15][CH3:16])[CH2:13][CH3:14])[N:7]=1.CC1(C)C(C)(C)OB([C:38]2[CH:46]=[CH:45][C:41]([C:42]([OH:44])=[O:43])=[CH:40][CH:39]=2)O1.C(=O)([O-])[O-].[K+].[K+], predict the reaction product. The product is: [CH2:13]([N:12]([CH2:15][CH3:16])[CH2:11][CH2:10][CH2:9][NH:8][C:6]1[N:7]=[C:2]([C:38]2[CH:46]=[CH:45][C:41]([C:42]([OH:44])=[O:43])=[CH:40][CH:39]=2)[C:3]2[CH:20]=[CH:19][C:18](=[O:21])[N:17]([C:22]3[C:27]([F:28])=[CH:26][CH:25]=[CH:24][C:23]=3[F:29])[C:4]=2[N:5]=1)[CH3:14].